Dataset: Full USPTO retrosynthesis dataset with 1.9M reactions from patents (1976-2016). Task: Predict the reactants needed to synthesize the given product. (1) Given the product [CH3:12][O:13][C:9]([C:2]1[N:1]=[CH:6][CH:5]=[CH:4][C:3]=1[C:7]([OH:11])=[O:8])=[O:10].[CH3:12][O:13][C:7]([C:3]1[C:2]([C:9]([OH:8])=[O:10])=[N:1][CH:6]=[CH:5][CH:4]=1)=[O:11], predict the reactants needed to synthesize it. The reactants are: [N:1]1[CH:6]=[CH:5][CH:4]=[C:3]2[C:7](=[O:11])[O:8][C:9](=[O:10])[C:2]=12.[CH3:12][OH:13]. (2) Given the product [CH2:1]([N:8]([CH2:30][CH:31]([CH2:32][C:33]([O:35][C:40]([CH3:41])([CH3:45])[CH3:46])=[O:34])[CH2:36][C:37]([O:39][C:2]([CH3:7])([CH3:3])[CH3:1])=[O:38])[C:9](=[O:29])[CH2:10][CH:11]1[C:20]2[C:15](=[CH:16][C:17]([O:21][CH2:22][C:23]3[CH:28]=[CH:27][CH:26]=[CH:25][CH:24]=3)=[CH:18][CH:19]=2)[CH2:14][CH2:13][CH2:12]1)[C:2]1[CH:7]=[CH:6][CH:5]=[CH:4][CH:3]=1, predict the reactants needed to synthesize it. The reactants are: [CH2:1]([N:8]([CH2:30][CH:31]([CH2:36][C:37]([OH:39])=[O:38])[CH2:32][C:33]([OH:35])=[O:34])[C:9](=[O:29])[CH2:10][CH:11]1[C:20]2[C:15](=[CH:16][C:17]([O:21][CH2:22][C:23]3[CH:28]=[CH:27][CH:26]=[CH:25][CH:24]=3)=[CH:18][CH:19]=2)[CH2:14][CH2:13][CH2:12]1)[C:2]1[CH:7]=[CH:6][CH:5]=[CH:4][CH:3]=1.[C:40]1([CH3:46])[CH:45]=CC=C[CH:41]=1. (3) Given the product [Cl:24][C:5]1[C:6]([NH:8][C:9]2[CH:10]=[C:11]([NH:16][C:17](=[O:23])[O:18][C:19]([CH3:22])([CH3:21])[CH3:20])[CH:12]=[CH:13][C:14]=2[F:15])=[N:7][C:2]([NH:31][C:29]2[S:28][N:27]=[C:26]([CH3:25])[CH:30]=2)=[N:3][CH:4]=1, predict the reactants needed to synthesize it. The reactants are: Cl[C:2]1[N:7]=[C:6]([NH:8][C:9]2[CH:10]=[C:11]([NH:16][C:17](=[O:23])[O:18][C:19]([CH3:22])([CH3:21])[CH3:20])[CH:12]=[CH:13][C:14]=2[F:15])[C:5]([Cl:24])=[CH:4][N:3]=1.[CH3:25][C:26]1[CH:30]=[C:29]([NH2:31])[S:28][N:27]=1.Cl.C(=O)([O-])[O-].[Cs+].[Cs+].CC(C1C=C(C(C)C)C(C2C=CC=CC=2P(C2CCCCC2)C2CCCCC2)=C(C(C)C)C=1)C.